Dataset: Full USPTO retrosynthesis dataset with 1.9M reactions from patents (1976-2016). Task: Predict the reactants needed to synthesize the given product. (1) Given the product [Cl:1][C:2]1[CH:34]=[CH:33][CH:32]=[C:31]([C:35]([F:37])([F:36])[F:38])[C:3]=1[C:4]([N:6]1[C:14]2[C:9](=[CH:10][CH:11]=[C:12]([C:15]#[CH:16])[CH:13]=2)[C:8]([C:21]2[CH:30]=[CH:29][C:24]([C:25]([O:27][CH3:28])=[O:26])=[CH:23][CH:22]=2)=[N:7]1)=[O:5], predict the reactants needed to synthesize it. The reactants are: [Cl:1][C:2]1[CH:34]=[CH:33][CH:32]=[C:31]([C:35]([F:38])([F:37])[F:36])[C:3]=1[C:4]([N:6]1[C:14]2[C:9](=[CH:10][CH:11]=[C:12]([C:15]#[C:16][Si](C)(C)C)[CH:13]=2)[C:8]([C:21]2[CH:30]=[CH:29][C:24]([C:25]([O:27][CH3:28])=[O:26])=[CH:23][CH:22]=2)=[N:7]1)=[O:5].CCCC[N+](CCCC)(CCCC)CCCC.[F-]. (2) Given the product [CH2:1]([O:5][CH2:6][CH2:7][O:8][C:9]1[CH:10]=[CH:11][C:12]([C:15]2[CH:16]=[CH:17][C:18]3[N:24]([CH2:25][CH:26]([CH3:27])[CH3:28])[CH2:23][CH2:22][C:21]([C:29]([NH:31][C:32]4[CH:33]=[CH:34][C:35]([S:38]([CH2:39][CH2:40][C:41]5[N:45]([CH2:46][CH2:47][CH3:48])[CH:44]=[N:43][N:42]=5)=[O:58])=[CH:36][CH:37]=4)=[O:30])=[CH:20][C:19]=3[CH:49]=2)=[CH:13][CH:14]=1)[CH2:2][CH2:3][CH3:4], predict the reactants needed to synthesize it. The reactants are: [CH2:1]([O:5][CH2:6][CH2:7][O:8][C:9]1[CH:14]=[CH:13][C:12]([C:15]2[CH:16]=[CH:17][C:18]3[N:24]([CH2:25][CH:26]([CH3:28])[CH3:27])[CH2:23][CH2:22][C:21]([C:29]([NH:31][C:32]4[CH:37]=[CH:36][C:35]([S:38][CH2:39][CH2:40][C:41]5[N:45]([CH2:46][CH2:47][CH3:48])[CH:44]=[N:43][N:42]=5)=[CH:34][CH:33]=4)=[O:30])=[CH:20][C:19]=3[CH:49]=2)=[CH:11][CH:10]=1)[CH2:2][CH2:3][CH3:4].ClC1C=CC=C(C(OO)=[O:58])C=1.S([O-])([O-])(=O)=S.[Na+].[Na+]. (3) Given the product [F:19][C:2]([F:1])([F:20])[C:3]1[CH:4]=[C:5]([C:9]2[N:14]=[C:13]([CH:15]([NH2:17])[CH3:16])[CH:12]=[CH:11][CH:10]=2)[CH:6]=[CH:7][CH:8]=1, predict the reactants needed to synthesize it. The reactants are: [F:1][C:2]([F:20])([F:19])[C:3]1[CH:4]=[C:5]([C:9]2[N:14]=[C:13]([C:15](=[N:17]O)[CH3:16])[CH:12]=[CH:11][CH:10]=2)[CH:6]=[CH:7][CH:8]=1. (4) Given the product [Cl:1][C:2]1[CH:28]=[C:6]([C:7]([NH:30][CH2:31][CH:32]2[CH2:35][CH2:34][O:33]2)=[O:27])[C:5]([NH:10][C:9]([C:11]2[N:15]([C:16]3[C:21]([Cl:22])=[CH:20][CH:19]=[CH:18][N:17]=3)[N:14]=[C:13]([C:23]([F:25])([F:24])[F:26])[CH:12]=2)=[O:8])=[C:4]([CH3:29])[CH:3]=1, predict the reactants needed to synthesize it. The reactants are: [Cl:1][C:2]1[CH:3]=[C:4]([CH3:29])[C:5]2[N:10]=[C:9]([C:11]3[N:15]([C:16]4[C:21]([Cl:22])=[CH:20][CH:19]=[CH:18][N:17]=4)[N:14]=[C:13]([C:23]([F:26])([F:25])[F:24])[CH:12]=3)[O:8][C:7](=[O:27])[C:6]=2[CH:28]=1.[NH2:30][CH2:31][CH:32]1[CH2:35][CH2:34][O:33]1. (5) Given the product [CH3:18][C:13]([O:11][C:3]1[CH:4]=[CH:5][CH:6]=[C:7]([N+:8]([O-:10])=[O:9])[C:2]=1[CH3:1])([CH3:19])[C:14]([O:16][CH3:17])=[O:15], predict the reactants needed to synthesize it. The reactants are: [CH3:1][C:2]1[C:7]([N+:8]([O-:10])=[O:9])=[CH:6][CH:5]=[CH:4][C:3]=1[OH:11].Br[C:13]([CH3:19])([CH3:18])[C:14]([O:16][CH3:17])=[O:15].C(=O)([O-])[O-].[Cs+].[Cs+].C(=O)(O)[O-].[Na+].